This data is from Forward reaction prediction with 1.9M reactions from USPTO patents (1976-2016). The task is: Predict the product of the given reaction. (1) Given the reactants [F:1][C:2]1[CH:7]=[CH:6][C:5]([C:8]2[CH:13]=[CH:12][N:11]=[CH:10][C:9]=2[NH:14][C:15](=[O:21])[O:16][C:17]([CH3:20])([CH3:19])[CH3:18])=[C:4]([CH3:22])[CH:3]=1.[H-].[Na+].I[CH3:26].[NH4+].[Cl-], predict the reaction product. The product is: [C:17]([O:16][C:15](=[O:21])[N:14]([C:9]1[CH:10]=[N:11][CH:12]=[CH:13][C:8]=1[C:5]1[CH:6]=[CH:7][C:2]([F:1])=[CH:3][C:4]=1[CH3:22])[CH3:26])([CH3:18])([CH3:19])[CH3:20]. (2) Given the reactants [CH3:1][C:2]1[CH:6]=[C:5]([CH2:7][OH:8])[N:4]([CH:9]([CH3:11])[CH3:10])[N:3]=1.[Cr](Cl)([O-])(=O)=O.[NH+]1C=CC=CC=1, predict the reaction product. The product is: [CH3:1][C:2]1[CH:6]=[C:5]([CH:7]=[O:8])[N:4]([CH:9]([CH3:11])[CH3:10])[N:3]=1. (3) Given the reactants C[O:2][C:3](=O)[C:4]1[CH:9]=[CH:8][CH:7]=[C:6]([N+:10]([O-:12])=[O:11])[C:5]=1[CH2:13]Br.[NH3:16], predict the reaction product. The product is: [N+:10]([C:6]1[CH:7]=[CH:8][CH:9]=[C:4]2[C:5]=1[CH2:13][NH:16][C:3]2=[O:2])([O-:12])=[O:11]. (4) Given the reactants [CH3:1][O:2][C:3](=[O:25])[C@@H:4]([NH:17][C:18]([O:20][C:21]([CH3:24])([CH3:23])[CH3:22])=[O:19])[CH2:5][S:6][CH2:7][C:8]1[CH:13]=[CH:12][C:11]([N+:14]([O-])=O)=[CH:10][CH:9]=1.[Sn](Cl)Cl, predict the reaction product. The product is: [CH3:1][O:2][C:3](=[O:25])[C@@H:4]([NH:17][C:18]([O:20][C:21]([CH3:23])([CH3:22])[CH3:24])=[O:19])[CH2:5][S:6][CH2:7][C:8]1[CH:13]=[CH:12][C:11]([NH2:14])=[CH:10][CH:9]=1. (5) The product is: [ClH:41].[NH2:32][C@@H:29]([CH2:30][CH3:31])[C:28]([N:25]1[CH2:24][CH2:23][CH:22]([N:13]2[N:12]=[C:11]([C:5]3[CH:6]=[CH:7][C:8]([O:9][CH3:10])=[C:3]([O:2][CH3:1])[CH:4]=3)[C@@H:20]3[C@@H:15]([CH2:16][CH2:17][CH2:18][CH2:19]3)[C:14]2=[O:21])[CH2:27][CH2:26]1)=[O:40]. Given the reactants [CH3:1][O:2][C:3]1[CH:4]=[C:5]([C:11]2[C@@H:20]3[C@@H:15]([CH2:16][CH2:17][CH2:18][CH2:19]3)[C:14](=[O:21])[N:13]([CH:22]3[CH2:27][CH2:26][N:25]([C:28](=[O:40])[C@@H:29]([NH:32]C(=O)OC(C)(C)C)[CH2:30][CH3:31])[CH2:24][CH2:23]3)[N:12]=2)[CH:6]=[CH:7][C:8]=1[O:9][CH3:10].[ClH:41], predict the reaction product. (6) Given the reactants [CH3:1][N:2]1[CH:6]=[C:5]([C:7]2[CH:12]=[CH:11][CH:10]=[CH:9][CH:8]=2)[N:4]=[CH:3]1.C([Li])CCC.C(OC([N:25]1[CH2:30][CH2:29][C:28](=[O:31])[CH2:27][CH2:26]1)=O)(C)(C)C.[ClH:32], predict the reaction product. The product is: [ClH:32].[ClH:32].[CH3:1][N:2]1[CH:6]=[C:5]([C:7]2[CH:8]=[CH:9][CH:10]=[CH:11][CH:12]=2)[N:4]=[C:3]1[C:28]1([OH:31])[CH2:29][CH2:30][NH:25][CH2:26][CH2:27]1. (7) Given the reactants Br[C:2]1[C:10]2[C:5](=[N:6][CH:7]=[C:8]([N+:11]([O-:13])=[O:12])[CH:9]=2)[NH:4][N:3]=1.CC1(C)C(C)(C)OB([C:22]2[CH:23]=[C:24]([N:28]3[CH2:33][CH2:32][N:31]([C:34]([O:36][C:37]([CH3:40])([CH3:39])[CH3:38])=[O:35])[CH2:30][CH2:29]3)[CH:25]=[CH:26][CH:27]=2)O1.C(=O)([O-])[O-].[K+].[K+].O, predict the reaction product. The product is: [N+:11]([C:8]1[CH:9]=[C:10]2[C:2]([C:22]3[CH:23]=[C:24]([N:28]4[CH2:29][CH2:30][N:31]([C:34]([O:36][C:37]([CH3:40])([CH3:39])[CH3:38])=[O:35])[CH2:32][CH2:33]4)[CH:25]=[CH:26][CH:27]=3)=[N:3][NH:4][C:5]2=[N:6][CH:7]=1)([O-:13])=[O:12]. (8) Given the reactants [F:1][C:2]1[CH:19]=[CH:18][CH:17]=[CH:16][C:3]=1[CH2:4][C:5]1[NH:6][C:7](=[O:15])[C:8]([C:13]#[N:14])=[C:9](SC)[N:10]=1.[NH:20]1[CH2:25][CH2:24][CH:23]([CH2:26][CH2:27][OH:28])[CH2:22][CH2:21]1, predict the reaction product. The product is: [F:1][C:2]1[CH:19]=[CH:18][CH:17]=[CH:16][C:3]=1[CH2:4][C:5]1[NH:6][C:7](=[O:15])[C:8]([C:13]#[N:14])=[C:9]([N:20]2[CH2:25][CH2:24][CH:23]([CH2:26][CH2:27][OH:28])[CH2:22][CH2:21]2)[N:10]=1.